This data is from Full USPTO retrosynthesis dataset with 1.9M reactions from patents (1976-2016). The task is: Predict the reactants needed to synthesize the given product. The reactants are: Cl.[CH:2]([CH:15]1[C:20](=[O:21])[CH2:19][CH2:18][NH:17][CH2:16]1)([C:9]1[CH:14]=[CH:13][CH:12]=[CH:11][CH:10]=1)[C:3]1[CH:8]=[CH:7][CH:6]=[CH:5][CH:4]=1.C(NCC)(C)C.[CH3:28][O:29][C:30]1[CH:35]=[C:34]([CH3:36])[CH:33]=[CH:32][C:31]=1[S:37](Cl)(=[O:39])=[O:38].C(OC(C)C)(C)C. Given the product [CH:2]([CH:15]1[C:20](=[O:21])[CH2:19][CH2:18][N:17]([S:37]([C:31]2[CH:32]=[CH:33][C:34]([CH3:36])=[CH:35][C:30]=2[O:29][CH3:28])(=[O:39])=[O:38])[CH2:16]1)([C:9]1[CH:14]=[CH:13][CH:12]=[CH:11][CH:10]=1)[C:3]1[CH:4]=[CH:5][CH:6]=[CH:7][CH:8]=1, predict the reactants needed to synthesize it.